Dataset: Aqueous solubility values for 9,982 compounds from the AqSolDB database. Task: Regression/Classification. Given a drug SMILES string, predict its absorption, distribution, metabolism, or excretion properties. Task type varies by dataset: regression for continuous measurements (e.g., permeability, clearance, half-life) or binary classification for categorical outcomes (e.g., BBB penetration, CYP inhibition). For this dataset (solubility_aqsoldb), we predict Y. (1) The molecule is O=C([O-])CN(CCCN(CC(=O)[O-])CC(=O)[O-])CC(=O)[O-].[Fe+3].[NH4+]. The Y is 0.105 log mol/L. (2) The compound is OC[C@H]1OC2(COC3(CO2)O[C@H](CO)[C@@H](O)[C@@H]3O)[C@@H](O)[C@@H]1O. The Y is -0.00580 log mol/L. (3) The drug is CC(C)(C)Br. The Y is -2.36 log mol/L. (4) The molecule is OC1(c2ccc(Cl)cc2)CCCCCC1n1cncn1. The Y is -3.37 log mol/L. (5) The drug is FC(Cl)C(F)(F)F. The Y is -1.96 log mol/L. (6) The compound is Cc1c([N+](=O)[O-])cccc1[N+](=O)[O-]. The Y is -3.00 log mol/L. (7) The compound is Clc1ccc2c(c1)Oc1cc(Cl)ccc1O2. The Y is -7.18 log mol/L.